From a dataset of Reaction yield outcomes from USPTO patents with 853,638 reactions. Predict the reaction yield, written as a fraction of the theoretical maximum amount of product (1.0 means a 100% yield; for example, 0.34 means a 34% yield). (1) The reactants are [CH3:1][O:2][C:3]([C@H:5]1[CH2:10][CH2:9][C@H:8]([N:11](C(OC(C)(C)C)=O)[CH3:12])[CH2:7][CH2:6]1)=[O:4].[ClH:20]. The catalyst is CCOC(C)=O. The product is [ClH:20].[CH3:1][O:2][C:3]([C@H:5]1[CH2:10][CH2:9][C@H:8]([NH:11][CH3:12])[CH2:7][CH2:6]1)=[O:4]. The yield is 0.910. (2) The reactants are [NH2:1][C:2]([CH3:9])([CH2:5][CH:6]1[CH2:8][CH2:7]1)[C:3]#[N:4].CCN(C(C)C)C(C)C.[C:19](Cl)(=[O:28])[O:20][CH2:21][C:22]1[CH:27]=[CH:26][CH:25]=[CH:24][CH:23]=1. The catalyst is C1COCC1. The product is [CH2:21]([O:20][C:19](=[O:28])[NH:1][C:2]([C:3]#[N:4])([CH3:9])[CH2:5][CH:6]1[CH2:8][CH2:7]1)[C:22]1[CH:27]=[CH:26][CH:25]=[CH:24][CH:23]=1. The yield is 0.600. (3) The reactants are Cl[C:2]1[N:7]=[C:6]([C:8]2[CH:17]=[CH:16][C:11]([C:12]([O:14][CH3:15])=[O:13])=[C:10]([O:18][CH3:19])[CH:9]=2)[C:5]([CH3:20])=[CH:4][N:3]=1.[O:21]1[CH2:26][CH2:25][N:24]([C:27]2[CH:33]=[CH:32][C:30]([NH2:31])=[CH:29][CH:28]=2)[CH2:23][CH2:22]1.O.C1(C)C=CC(S(O)(=O)=O)=CC=1.CO. The catalyst is O1CCOCC1. The product is [O:21]1[CH2:22][CH2:23][N:24]([C:27]2[CH:28]=[CH:29][C:30]([NH:31][C:2]3[N:7]=[C:6]([C:8]4[CH:17]=[CH:16][C:11]([C:12]([O:14][CH3:15])=[O:13])=[C:10]([O:18][CH3:19])[CH:9]=4)[C:5]([CH3:20])=[CH:4][N:3]=3)=[CH:32][CH:33]=2)[CH2:25][CH2:26]1. The yield is 0.320.